From a dataset of Reaction yield outcomes from USPTO patents with 853,638 reactions. Predict the reaction yield, written as a fraction of the theoretical maximum amount of product (1.0 means a 100% yield; for example, 0.34 means a 34% yield). (1) The product is [C:4]([O:8][C:9]([N:11]1[CH2:15][CH:14]([O:16][Si:17]([C:20]([CH3:21])([CH3:22])[CH3:23])([CH3:19])[CH3:18])[CH2:13][CH:12]1[CH2:24][CH2:25][N+:26]([O-:28])=[O:27])=[O:10])([CH3:7])([CH3:5])[CH3:6]. The yield is 0.930. The reactants are [BH4-].[Na+].O.[C:4]([O:8][C:9]([N:11]1[CH2:15][CH:14]([O:16][Si:17]([C:20]([CH3:23])([CH3:22])[CH3:21])([CH3:19])[CH3:18])[CH2:13][CH:12]1[CH:24]=[CH:25][N+:26]([O-:28])=[O:27])=[O:10])([CH3:7])([CH3:6])[CH3:5]. The catalyst is C1COCC1. (2) The reactants are Cl[C:2]1[N:11]=[C:10]([NH:12][CH2:13][CH:14]([C:21]2[CH:26]=[CH:25][CH:24]=[CH:23][CH:22]=2)[C:15]2[CH:20]=[CH:19][CH:18]=[CH:17][CH:16]=2)[C:9]2[C:4](=[CH:5][C:6]([O:29][CH3:30])=[C:7]([O:27][CH3:28])[CH:8]=2)[N:3]=1.[S:31]1[CH:35]=[CH:34][C:33](B(O)O)=[CH:32]1.C(NC1C2C(=CC=CC=2)N=C(C2SC3C=CC=CC=3C=2)N=1)(C1C=CC=CC=1)C1C=CC=CC=1. The catalyst is C1CCCCC1.CCOC(C)=O. The product is [C:15]1([CH:14]([C:21]2[CH:26]=[CH:25][CH:24]=[CH:23][CH:22]=2)[CH2:13][NH:12][C:10]2[C:9]3[C:4](=[CH:5][C:6]([O:29][CH3:30])=[C:7]([O:27][CH3:28])[CH:8]=3)[N:3]=[C:2]([C:33]3[CH:34]=[CH:35][S:31][CH:32]=3)[N:11]=2)[CH:20]=[CH:19][CH:18]=[CH:17][CH:16]=1. The yield is 0.870. (3) The reactants are [C:1]1([C:7]2[S:11][C:10]([CH:12]=[O:13])=[CH:9][CH:8]=2)[CH:6]=[CH:5][CH:4]=[CH:3][CH:2]=1.[OH:14]P([O-])(O)=O.[K+].[O-]Cl=O.[Na+].[OH-].[Na+]. The catalyst is C1COCC1.CC(O)(C)C.O. The product is [C:1]1([C:7]2[S:11][C:10]([C:12]([OH:14])=[O:13])=[CH:9][CH:8]=2)[CH:2]=[CH:3][CH:4]=[CH:5][CH:6]=1. The yield is 0.510. (4) The catalyst is CC(O)=O. The reactants are [CH3:1][S:2]([C:5]1[N:10]=[CH:9][C:8]([NH2:11])=[CH:7][CH:6]=1)(=[O:4])=[O:3].[Br:12]Br.[OH-].[Na+]. The product is [Br:12][C:9]1[C:8]([NH2:11])=[CH:7][CH:6]=[C:5]([S:2]([CH3:1])(=[O:4])=[O:3])[N:10]=1. The yield is 0.400. (5) The reactants are [Cl:1][C:2]1[CH:6]=[N:5][N:4]([CH3:7])[C:3]=1[C:8]1[CH:9]=[C:10]([NH2:16])[CH:11]=[CH:12][C:13]=1[O:14][CH3:15].[N+:17]([C:20]1[CH:21]=[C:22]([N:26]=[C:27]=[O:28])[CH:23]=[CH:24][CH:25]=1)([O-:19])=[O:18]. No catalyst specified. The product is [Cl:1][C:2]1[CH:6]=[N:5][N:4]([CH3:7])[C:3]=1[C:8]1[CH:9]=[C:10]([NH:16][C:27]([NH:26][C:22]2[CH:23]=[CH:24][CH:25]=[C:20]([N+:17]([O-:19])=[O:18])[CH:21]=2)=[O:28])[CH:11]=[CH:12][C:13]=1[O:14][CH3:15]. The yield is 0.150. (6) The reactants are [F:1][C:2]1[CH:8]=[CH:7][C:6]([N+:9]([O-:11])=[O:10])=[CH:5][C:3]=1[NH2:4].CCN(C(C)C)C(C)C.Cl[C:22]([O:24][CH3:25])=[O:23]. The catalyst is C1COCC1. The product is [F:1][C:2]1[CH:8]=[CH:7][C:6]([N+:9]([O-:11])=[O:10])=[CH:5][C:3]=1[NH:4][C:22](=[O:23])[O:24][CH3:25]. The yield is 0.656.